From a dataset of Peptide-MHC class I binding affinity with 185,985 pairs from IEDB/IMGT. Regression. Given a peptide amino acid sequence and an MHC pseudo amino acid sequence, predict their binding affinity value. This is MHC class I binding data. The peptide sequence is EVEHRTRVR. The MHC is HLA-B57:01 with pseudo-sequence HLA-B57:01. The binding affinity (normalized) is 0.0847.